From a dataset of Catalyst prediction with 721,799 reactions and 888 catalyst types from USPTO. Predict which catalyst facilitates the given reaction. (1) Reactant: [CH:1]([O:4][C:5]([N:7]1[CH2:13][CH2:12][CH2:11][CH:10]([N:14]([C:21](=O)[C:22]2[CH:27]=[C:26]([C:28]([F:31])([F:30])[F:29])[CH:25]=[C:24]([C:32]([F:35])([F:34])[F:33])[CH:23]=2)[C:15]2[CH:16]=[N:17][CH:18]=[CH:19][CH:20]=2)[C:9]2[CH:37]=[C:38]([CH3:45])[C:39]([C:41]([F:44])([F:43])[F:42])=[CH:40][C:8]1=2)=[O:6])([CH3:3])[CH3:2]. Product: [CH:1]([O:4][C:5]([N:7]1[CH2:13][CH2:12][CH2:11][CH:10]([N:14]([CH2:21][C:22]2[CH:23]=[C:24]([C:32]([F:33])([F:34])[F:35])[CH:25]=[C:26]([C:28]([F:29])([F:30])[F:31])[CH:27]=2)[C:15]2[CH:16]=[N:17][CH:18]=[CH:19][CH:20]=2)[C:9]2[CH:37]=[C:38]([CH3:45])[C:39]([C:41]([F:44])([F:43])[F:42])=[CH:40][C:8]1=2)=[O:6])([CH3:3])[CH3:2]. The catalyst class is: 1. (2) Reactant: [CH2:1]([O:3][C:4](=[O:16])[CH2:5][CH:6]([C:13](=O)[CH3:14])[C:7](=O)[CH2:8][CH:9]([CH3:11])[CH3:10])[CH3:2].[N:17]1[CH:22]=[CH:21][CH:20]=[CH:19][C:18]=1[NH:23][NH2:24]. Product: [CH2:1]([O:3][C:4](=[O:16])[CH2:5][C:6]1[C:7]([CH2:8][CH:9]([CH3:11])[CH3:10])=[N:24][N:23]([C:18]2[CH:19]=[CH:20][CH:21]=[CH:22][N:17]=2)[C:13]=1[CH3:14])[CH3:2]. The catalyst class is: 15. (3) Reactant: Br[CH2:2][CH2:3]Br.[OH-].[Na+].C1(C)C=CC=CC=1.[C:14]([C:16]1[CH:21]=[CH:20][CH:19]=[CH:18][C:17]=1[CH2:22][C:23]([O:25][CH3:26])=[O:24])#[N:15]. Product: [C:14]([C:16]1[CH:21]=[CH:20][CH:19]=[CH:18][C:17]=1[C:22]1([C:23]([O:25][CH3:26])=[O:24])[CH2:3][CH2:2]1)#[N:15]. The catalyst class is: 568. (4) The catalyst class is: 133. Reactant: [CH2:1]([O:3][C:4]([C:6]1[CH:11]=[CH:10][CH:9]=[C:8](C(O)=O)[N:7]=1)=[O:5])[CH3:2].C([N:17]([CH2:20]C)CC)C.C1(P(N=[N+]=[N-])(C2C=CC=CC=2)=[O:29])C=CC=CC=1.[C:39]([OH:43])([CH3:42])([CH3:41])[CH3:40]. Product: [CH2:1]([O:3][C:4]([C:6]1[CH:11]=[CH:10][CH:9]=[C:8]([NH:17][C:20]([O:43][C:39]([CH3:42])([CH3:41])[CH3:40])=[O:29])[N:7]=1)=[O:5])[CH3:2]. (5) Reactant: O.[OH-].[Li+].[OH:4][CH2:5][C@@H:6]([O:9][C:10]1[CH:11]=[C:12]([O:25][C:26]2[N:27]=[CH:28][C:29]([C:32]([O:34]C)=[O:33])=[N:30][CH:31]=2)[CH:13]=[C:14]([C:16]([NH:18][C:19]2[CH:23]=[CH:22][N:21]([CH3:24])[N:20]=2)=[O:17])[CH:15]=1)[CH2:7][CH3:8]. Product: [OH:4][CH2:5][C@@H:6]([O:9][C:10]1[CH:11]=[C:12]([O:25][C:26]2[N:27]=[CH:28][C:29]([C:32]([OH:34])=[O:33])=[N:30][CH:31]=2)[CH:13]=[C:14]([C:16]([NH:18][C:19]2[CH:23]=[CH:22][N:21]([CH3:24])[N:20]=2)=[O:17])[CH:15]=1)[CH2:7][CH3:8]. The catalyst class is: 90. (6) The catalyst class is: 619. Product: [CH3:26][N:2]([CH3:1])[C:3](=[O:25])[O:4][C:5]1[CH:10]=[CH:9][CH:8]=[C:7]([NH:11][C:12]([C:14]2([CH2:20][CH2:21][N:22]([CH3:24])[CH3:23])[CH2:19][CH2:18][N:17]([C:28]3[C:29]4[C:36]([CH3:37])=[CH:35][NH:34][C:30]=4[N:31]=[CH:32][N:33]=3)[CH2:16][CH2:15]2)=[O:13])[CH:6]=1. Reactant: [CH3:1][N:2]([CH3:26])[C:3](=[O:25])[O:4][C:5]1[CH:10]=[CH:9][CH:8]=[C:7]([NH:11][C:12]([C:14]2([CH2:20][CH2:21][N:22]([CH3:24])[CH3:23])[CH2:19][CH2:18][NH:17][CH2:16][CH2:15]2)=[O:13])[CH:6]=1.Cl[C:28]1[C:29]2[C:36]([CH3:37])=[CH:35][NH:34][C:30]=2[N:31]=[CH:32][N:33]=1.C(N(CC)C(C)C)(C)C.